Dataset: Catalyst prediction with 721,799 reactions and 888 catalyst types from USPTO. Task: Predict which catalyst facilitates the given reaction. (1) Reactant: [Cl:1][C:2]1[CH:3]=[C:4]([NH:9][C:10]2[N:15]=[C:14]([NH:16][CH2:17][CH2:18][CH2:19][O:20][CH3:21])[C:13]([C:22](=[S:24])[NH2:23])=[CH:12][N:11]=2)[CH:5]=[CH:6][C:7]=1[F:8].Br.Br[CH2:27][C:28]([C:30]1[CH:31]=[N:32][CH:33]=[CH:34][CH:35]=1)=O.C(N(CC)CC)C. Product: [Cl:1][C:2]1[CH:3]=[C:4]([NH:9][C:10]2[N:15]=[C:14]([NH:16][CH2:17][CH2:18][CH2:19][O:20][CH3:21])[C:13]([C:22]3[S:24][CH:27]=[C:28]([C:30]4[CH:31]=[N:32][CH:33]=[CH:34][CH:35]=4)[N:23]=3)=[CH:12][N:11]=2)[CH:5]=[CH:6][C:7]=1[F:8]. The catalyst class is: 8. (2) Reactant: [O:1]=[C:2]1[C:11]2[C:6](=[CH:7][CH:8]=[CH:9][CH:10]=2)[N:5]([CH2:12][CH2:13][N:14]2[CH2:19][CH2:18][CH:17]([NH:20]C(=O)OC(C)(C)C)[CH2:16][CH2:15]2)[CH:4]=[CH:3]1.Cl.O1CCOCC1.NC1CCN(CCN2C3C(=CC=CC=3)C=CC2=O)CC1. Product: [NH2:20][CH:17]1[CH2:18][CH2:19][N:14]([CH2:13][CH2:12][N:5]2[C:6]3[C:11](=[CH:10][CH:9]=[CH:8][CH:7]=3)[C:2](=[O:1])[CH:3]=[CH:4]2)[CH2:15][CH2:16]1. The catalyst class is: 12. (3) Reactant: C(N1C=C([C:8]2[N:9]=[C:10]3[C:16]([CH:17]=[O:18])=[CH:15][N:14](COCC[Si](C)(C)C)[C:11]3=[N:12][CH:13]=2)C=N1)C.S(=O)(=O)([OH:29])N.[O-]Cl=O.[Na+].OP([O-])(O)=O.[K+]. Product: [N:9]1[CH:8]=[CH:13][N:12]=[C:11]2[NH:14][CH:15]=[C:16]([C:17]([OH:18])=[O:29])[C:10]=12. The catalyst class is: 38.